Predict the product of the given reaction. From a dataset of Forward reaction prediction with 1.9M reactions from USPTO patents (1976-2016). (1) Given the reactants Cl[C:2]1[CH:7]=[CH:6][C:5]([C:8]2[S:9][C:10]3[CH:16]=[CH:15][CH:14]=[CH:13][C:11]=3[N:12]=2)=[CH:4][CH:3]=1.C[O:18][B:19](OC)[O:20]C.O, predict the reaction product. The product is: [S:9]1[C:10]2[CH:16]=[CH:15][CH:14]=[CH:13][C:11]=2[N:12]=[C:8]1[C:5]1[CH:6]=[CH:7][C:2]([B:19]([OH:20])[OH:18])=[CH:3][CH:4]=1. (2) Given the reactants [Cl:1][C:2]1[CH:7]=[C:6]([O:8][CH2:9][CH2:10][C@@H:11]2[CH2:13][C@@H:12]2[CH:14]2[CH2:19][CH2:18][N:17]([C:20]3[N:25]=[CH:24][C:23]([CH2:26][O:27][CH3:28])=[CH:22][N:21]=3)[CH2:16][CH2:15]2)[CH:5]=[CH:4][C:3]=1[CH2:29][C:30]([O:32]C(C)(C)C)=[O:31].C(O)(C(F)(F)F)=O, predict the reaction product. The product is: [Cl:1][C:2]1[CH:7]=[C:6]([O:8][CH2:9][CH2:10][C@@H:11]2[CH2:13][C@@H:12]2[CH:14]2[CH2:19][CH2:18][N:17]([C:20]3[N:21]=[CH:22][C:23]([CH2:26][O:27][CH3:28])=[CH:24][N:25]=3)[CH2:16][CH2:15]2)[CH:5]=[CH:4][C:3]=1[CH2:29][C:30]([OH:32])=[O:31].